This data is from Reaction yield outcomes from USPTO patents with 853,638 reactions. The task is: Predict the reaction yield, written as a fraction of the theoretical maximum amount of product (1.0 means a 100% yield; for example, 0.34 means a 34% yield). (1) The catalyst is CN1C(=O)CCC1. The product is [N:43]1[CH:42]=[C:41]([C:39]([NH:38][C:36]2[CH:37]=[C:32]([C:30]3[N:29]=[C:25]([C:21]4([NH:20][C:18](=[O:19])[O:17][C:13]([CH3:14])([CH3:15])[CH3:16])[CH2:22][O:23][CH2:24]4)[O:27][N:31]=3)[CH:33]=[CH:34][C:35]=2[CH3:50])=[O:40])[N:45]2[CH:46]=[CH:47][CH:48]=[CH:49][C:44]=12. The reactants are C(C1NC=CN=1)(C1NC=CN=1)=O.[C:13]([O:17][C:18]([NH:20][C:21]1([C:25]([OH:27])=O)[CH2:24][O:23][CH2:22]1)=[O:19])([CH3:16])([CH3:15])[CH3:14].O[N:29]=[C:30]([C:32]1[CH:33]=[CH:34][C:35]([CH3:50])=[C:36]([NH:38][C:39]([C:41]2[N:45]3[CH:46]=[CH:47][CH:48]=[CH:49][C:44]3=[N:43][CH:42]=2)=[O:40])[CH:37]=1)[NH2:31]. The yield is 0.650. (2) No catalyst specified. The reactants are [CH:1]([C:4]1[CH:9]=[CH:8][C:7]([CH:10]2[C:14]3[C:15]([CH3:22])=[C:16]([OH:21])[C:17]([CH3:20])=[C:18]([CH3:19])[C:13]=3[O:12][C:11]2([CH3:24])[CH3:23])=[CH:6][CH:5]=1)([CH3:3])[CH3:2].Cl.Cl[CH2:27][C:28]1[CH:33]=[CH:32][N:31]=[CH:30][CH:29]=1. The product is [CH:1]([C:4]1[CH:9]=[CH:8][C:7]([CH:10]2[C:14]3[C:15]([CH3:22])=[C:16]([O:21][CH2:27][C:28]4[CH:33]=[CH:32][N:31]=[CH:30][CH:29]=4)[C:17]([CH3:20])=[C:18]([CH3:19])[C:13]=3[O:12][C:11]2([CH3:24])[CH3:23])=[CH:6][CH:5]=1)([CH3:3])[CH3:2]. The yield is 0.520. (3) The reactants are [CH3:1][O:2][C:3](=[O:27])[C:4]1[CH:9]=[CH:8][C:7]([O:10][CH2:11][C:12]2[C:13]([C:19]3[CH:24]=[CH:23][C:22]([F:25])=[C:21]([F:26])[CH:20]=3)=[N:14][O:15][C:16]=2[CH:17]=[O:18])=[N:6][CH:5]=1.[BH4-].[Na+].C(O)(=O)CC(CC(O)=O)(C(O)=O)O.C(OCC)(=O)C. The catalyst is CO. The product is [CH3:1][O:2][C:3](=[O:27])[C:4]1[CH:9]=[CH:8][C:7]([O:10][CH2:11][C:12]2[C:13]([C:19]3[CH:24]=[CH:23][C:22]([F:25])=[C:21]([F:26])[CH:20]=3)=[N:14][O:15][C:16]=2[CH2:17][OH:18])=[N:6][CH:5]=1. The yield is 0.850. (4) The reactants are Br[C:2]1[CH:11]=[C:10]2[C:5]([NH:6][CH2:7][CH:8]([CH3:13])[N:9]2[CH3:12])=[CH:4][C:3]=1[C:14]#[N:15].[CH3:16][N:17]1[CH:21]=[C:20](B2OC(C)(C)C(C)(C)O2)[CH:19]=[N:18]1.C(=O)([O-])[O-].[Na+].[Na+].C1(P(C2CCCCC2)C2C=CC=CC=2C2C(C(C)C)=CC(C(C)C)=CC=2C(C)C)CCCCC1. The catalyst is C1COCC1.O.CC(C1C=C(C(C)C)C(C2C=CC=C(P(C3CCCCC3)C3CCCCC3)C=2)=C(C(C)C)C=1)C.C1C=[C-]C(C2C(N)=CC=CC=2)=CC=1.Cl[Pd+]. The product is [CH3:12][N:9]1[C:10]2[C:5](=[CH:4][C:3]([C:14]#[N:15])=[C:2]([C:20]3[CH:19]=[N:18][N:17]([CH3:16])[CH:21]=3)[CH:11]=2)[NH:6][CH2:7][CH:8]1[CH3:13]. The yield is 0.900. (5) The reactants are [Cl-].O[NH3+:3].[C:4](=[O:7])([O-])[OH:5].[Na+].CS(C)=O.[CH2:13]([C:17]1[N:18]=[C:19]([CH3:49])[N:20]([C:39]2[CH:40]=[C:41]([NH:45][C:46](=[O:48])[CH3:47])[CH:42]=[CH:43][CH:44]=2)[C:21](=[O:38])[C:22]=1[CH2:23][C:24]1[CH:29]=[CH:28][C:27]([C:30]2[CH:35]=[CH:34][CH:33]=[CH:32][C:31]=2[C:36]#[N:37])=[CH:26][CH:25]=1)[CH2:14][CH2:15][CH3:16]. The catalyst is O.C(OCC)(=O)C. The product is [CH2:13]([C:17]1[N:18]=[C:19]([CH3:49])[N:20]([C:39]2[CH:40]=[C:41]([NH:45][C:46](=[O:48])[CH3:47])[CH:42]=[CH:43][CH:44]=2)[C:21](=[O:38])[C:22]=1[CH2:23][C:24]1[CH:25]=[CH:26][C:27]([C:30]2[CH:35]=[CH:34][CH:33]=[CH:32][C:31]=2[C:36]2[NH:3][C:4](=[O:7])[O:5][N:37]=2)=[CH:28][CH:29]=1)[CH2:14][CH2:15][CH3:16]. The yield is 0.620. (6) The reactants are C(OC([N:8]1[CH2:13][CH2:12][C:11]([C:16]2[CH:21]=[CH:20][C:19]([Cl:22])=[CH:18][CH:17]=2)([C:14]#[N:15])[CH2:10][CH2:9]1)=O)(C)(C)C.FC(F)(F)C(O)=O. The catalyst is ClCCl. The product is [Cl:22][C:19]1[CH:20]=[CH:21][C:16]([C:11]2([C:14]#[N:15])[CH2:12][CH2:13][NH:8][CH2:9][CH2:10]2)=[CH:17][CH:18]=1. The yield is 0.820. (7) The reactants are Br[C:2]1[N:6]([CH2:7][C:8]([O:10][CH3:11])=[O:9])[C:5]2[CH:12]=[C:13]([C:15]([O:17][C:18]([CH3:21])([CH3:20])[CH3:19])=[O:16])[S:14][C:4]=2[C:3]=1[CH:22]1[CH2:27][CH2:26][CH2:25][CH2:24][CH2:23]1.[CH:28]([C:30]1[CH:35]=[CH:34][CH:33]=[CH:32][C:31]=1B(O)O)=[O:29].C([O-])([O-])=O.[Na+].[Na+]. The catalyst is O1CCOCC1.CCOC(C)=O.Cl[Pd](Cl)([P](C1C=CC=CC=1)(C1C=CC=CC=1)C1C=CC=CC=1)[P](C1C=CC=CC=1)(C1C=CC=CC=1)C1C=CC=CC=1. The product is [CH:22]1([C:3]2[C:4]3[S:14][C:13]([C:15]([O:17][C:18]([CH3:20])([CH3:21])[CH3:19])=[O:16])=[CH:12][C:5]=3[N:6]([CH2:7][C:8]([O:10][CH3:11])=[O:9])[C:2]=2[C:31]2[CH:32]=[CH:33][CH:34]=[CH:35][C:30]=2[CH:28]=[O:29])[CH2:23][CH2:24][CH2:25][CH2:26][CH2:27]1. The yield is 0.680.